From a dataset of Catalyst prediction with 721,799 reactions and 888 catalyst types from USPTO. Predict which catalyst facilitates the given reaction. Reactant: [OH:1][C@@H:2]1[CH2:6][O:5][CH2:4][C@H:3]1[O:7][C:8]1[CH:19]=[CH:18][C:11]([CH:12]=[C:13]([C:16]#[N:17])[C:14]#[N:15])=[CH:10][CH:9]=1.[C:20]([CH2:22][C:23]([NH2:25])=[S:24])#[N:21].CN1CCOCC1. Product: [NH2:17][C:16]1[C:13]([C:14]#[N:15])=[C:12]([C:11]2[CH:10]=[CH:9][C:8]([O:7][C@H:3]3[C@H:2]([OH:1])[CH2:6][O:5][CH2:4]3)=[CH:19][CH:18]=2)[C:22]([C:20]#[N:21])=[C:23]([SH:24])[N:25]=1. The catalyst class is: 8.